From a dataset of Catalyst prediction with 721,799 reactions and 888 catalyst types from USPTO. Predict which catalyst facilitates the given reaction. (1) Reactant: [OH-].[Na+].BrBr.[C:5]1([C:11]23[CH2:22][CH:15]4[CH2:16][C:17]([C:19](=[O:21])C)([CH2:18]2)[CH:13]([CH2:14]4)[CH2:12]3)[CH:10]=[CH:9][CH:8]=[CH:7][CH:6]=1.C[O:24]C(C)(C)C. Product: [C:5]1([C:11]23[CH2:22][CH:15]4[CH2:16][C:17]([C:19]([OH:24])=[O:21])([CH2:18]2)[CH:13]([CH2:14]4)[CH2:12]3)[CH:6]=[CH:7][CH:8]=[CH:9][CH:10]=1. The catalyst class is: 127. (2) Reactant: C(OC(=O)[NH:7][C:8]1([CH2:16][CH2:17][C:18]2[CH:23]=[CH:22][C:21]([O:24][CH2:25][CH2:26][CH2:27][CH:28]3[C:37]4[C:32](=[CH:33][CH:34]=[CH:35][CH:36]=4)[CH2:31][CH2:30][CH2:29]3)=[C:20]([C:38]([F:41])([F:40])[F:39])[CH:19]=2)[CH2:13][O:12]C(C)(C)[O:10][CH2:9]1)(C)(C)C.[ClH:43]. Product: [ClH:43].[NH2:7][C:8]([CH2:16][CH2:17][C:18]1[CH:23]=[CH:22][C:21]([O:24][CH2:25][CH2:26][CH2:27][CH:28]2[C:37]3[C:32](=[CH:33][CH:34]=[CH:35][CH:36]=3)[CH2:31][CH2:30][CH2:29]2)=[C:20]([C:38]([F:39])([F:40])[F:41])[CH:19]=1)([CH2:9][OH:10])[CH2:13][OH:12]. The catalyst class is: 8. (3) Reactant: F[C:2]1[CH:20]=[CH:19][C:5]([C:6]([NH:8][C:9]2[CH:14]=[CH:13][C:12]([C:15]([F:18])([F:17])[F:16])=[CH:11][CH:10]=2)=[O:7])=[CH:4][C:3]=1[N+:21]([O-:23])=[O:22].[OH-].[K+].[C:26]([O:30][C:31](=[O:40])[NH:32][C:33]1[CH:38]=[CH:37][C:36]([OH:39])=[CH:35][CH:34]=1)([CH3:29])([CH3:28])[CH3:27]. Product: [C:26]([O:30][C:31](=[O:40])[NH:32][C:33]1[CH:34]=[CH:35][C:36]([O:39][C:2]2[CH:20]=[CH:19][C:5]([C:6](=[O:7])[NH:8][C:9]3[CH:14]=[CH:13][C:12]([C:15]([F:18])([F:17])[F:16])=[CH:11][CH:10]=3)=[CH:4][C:3]=2[N+:21]([O-:23])=[O:22])=[CH:37][CH:38]=1)([CH3:29])([CH3:27])[CH3:28]. The catalyst class is: 58. (4) Reactant: C1C=CC2N(O)N=NC=2C=1.[C:11]([NH:14][C@@H:15]([CH2:19][C:20]1[CH:25]=[CH:24][CH:23]=[CH:22][CH:21]=1)[C:16](O)=[O:17])(=[O:13])[CH3:12].CCN=C=NCCCN(C)C.[NH2:37][C@@H:38]([CH2:47][C:48]1[CH:53]=[CH:52][C:51]([N:54]2[CH2:58][C:57](=[O:59])[N:56]([CH2:60][C:61]3[CH:66]=[CH:65][C:64]([O:67][CH3:68])=[CH:63][CH:62]=3)[S:55]2(=[O:70])=[O:69])=[CH:50][CH:49]=1)[C:39]([NH:41][CH2:42][CH2:43][CH2:44][CH2:45][CH3:46])=[O:40]. Product: [C:11]([NH:14][C@@H:15]([CH2:19][C:20]1[CH:21]=[CH:22][CH:23]=[CH:24][CH:25]=1)[C:16]([NH:37][C@H:38]([C:39](=[O:40])[NH:41][CH2:42][CH2:43][CH2:44][CH2:45][CH3:46])[CH2:47][C:48]1[CH:49]=[CH:50][C:51]([N:54]2[CH2:58][C:57](=[O:59])[N:56]([CH2:60][C:61]3[CH:66]=[CH:65][C:64]([O:67][CH3:68])=[CH:63][CH:62]=3)[S:55]2(=[O:69])=[O:70])=[CH:52][CH:53]=1)=[O:17])(=[O:13])[CH3:12]. The catalyst class is: 2.